Dataset: Forward reaction prediction with 1.9M reactions from USPTO patents (1976-2016). Task: Predict the product of the given reaction. (1) Given the reactants [CH2:1]([O:8][CH2:9][CH:10]1[CH2:13][C:12]([CH2:20][NH2:21])([N:14]2[CH2:19][CH2:18][CH2:17][CH2:16][CH2:15]2)[CH2:11]1)[C:2]1[CH:7]=[CH:6][CH:5]=[CH:4][CH:3]=1.C(N(C(C)C)C(C)C)C.[Cl:31][C:32]1[CH:40]=[C:39]([Cl:41])[CH:38]=[CH:37][C:33]=1[C:34](Cl)=[O:35].O, predict the reaction product. The product is: [CH2:1]([O:8][CH2:9][CH:10]1[CH2:11][C:12]([CH2:20][NH:21][C:34](=[O:35])[C:33]2[CH:37]=[CH:38][C:39]([Cl:41])=[CH:40][C:32]=2[Cl:31])([N:14]2[CH2:19][CH2:18][CH2:17][CH2:16][CH2:15]2)[CH2:13]1)[C:2]1[CH:3]=[CH:4][CH:5]=[CH:6][CH:7]=1. (2) Given the reactants [F:1][C:2]1[CH:7]=[CH:6][C:5]([C:8]2[N:9]=[C:10]3[CH:15]=[C:14]([CH2:16][C:17]#[N:18])[CH:13]=[CH:12][N:11]3[C:19]=2[C:20]2[CH:25]=[CH:24][N:23]=[C:22]([S:26]([CH3:29])(=[O:28])=[O:27])[N:21]=2)=[CH:4][CH:3]=1.C(O)C.[H][H], predict the reaction product. The product is: [F:1][C:2]1[CH:3]=[CH:4][C:5]([C:8]2[N:9]=[C:10]3[CH:15]=[C:14]([CH2:16][CH2:17][NH2:18])[CH:13]=[CH:12][N:11]3[C:19]=2[C:20]2[CH:25]=[CH:24][N:23]=[C:22]([S:26]([CH3:29])(=[O:28])=[O:27])[N:21]=2)=[CH:6][CH:7]=1. (3) Given the reactants CO[C:3]([C:5]1[CH:10]=[N:9][CH:8]=[CH:7][N:6]=1)=[O:4].C(COC)OC.C[Si]([C:21]([F:24])([F:23])[F:22])(C)C.[F-].[Cs+], predict the reaction product. The product is: [F:22][C:21]([F:24])([F:23])[C:3]([C:5]1[CH:10]=[N:9][CH:8]=[CH:7][N:6]=1)=[O:4].